From a dataset of Reaction yield outcomes from USPTO patents with 853,638 reactions. Predict the reaction yield, written as a fraction of the theoretical maximum amount of product (1.0 means a 100% yield; for example, 0.34 means a 34% yield). (1) The reactants are [C:1]([O:5][C:6](=[O:25])[C:7]1[CH:12]=[CH:11][C:10]([CH2:13][NH:14][S:15]([C:18]2[CH:23]=[CH:22][CH:21]=[CH:20][C:19]=2[NH2:24])(=[O:17])=[O:16])=[CH:9][CH:8]=1)([CH3:4])([CH3:3])[CH3:2].[Br:26]Br. The catalyst is C(O)(=O)C. The product is [C:1]([O:5][C:6](=[O:25])[C:7]1[CH:8]=[CH:9][C:10]([CH2:13][NH:14][S:15]([C:18]2[CH:23]=[C:22]([Br:26])[CH:21]=[CH:20][C:19]=2[NH2:24])(=[O:17])=[O:16])=[CH:11][CH:12]=1)([CH3:4])([CH3:2])[CH3:3]. The yield is 0.390. (2) The reactants are [N:1]1[CH:6]=[CH:5][CH:4]=[N:3][C:2]=1[NH:7][CH2:8][CH2:9][CH2:10][N:11]1[C:19]2[C:14](=[CH:15][C:16]([C:20]([OH:22])=O)=[CH:17][CH:18]=2)[CH:13]=[N:12]1.[NH2:23][CH2:24][C@H:25]([NH:30][S:31]([C:34]1[CH:39]=[CH:38][C:37]([C:40]2[CH:45]=[CH:44][C:43]([S:46]([NH:49][CH2:50][CH2:51][NH:52][C:53]([O:55][CH2:56][C:57]3[CH:62]=[CH:61][CH:60]=[CH:59][CH:58]=3)=[O:54])(=[O:48])=[O:47])=[CH:42][CH:41]=2)=[CH:36][CH:35]=1)(=[O:33])=[O:32])[C:26]([O:28][CH3:29])=[O:27]. No catalyst specified. The product is [C:57]1([CH2:56][O:55][C:53]([NH:52][CH2:51][CH2:50][NH:49][S:46]([C:43]2[CH:44]=[CH:45][C:40]([C:37]3[CH:38]=[CH:39][C:34]([S:31]([NH:30][C@@H:25]([CH2:24][NH:23][C:20]([C:16]4[CH:15]=[C:14]5[C:19](=[CH:18][CH:17]=4)[N:11]([CH2:10][CH2:9][CH2:8][NH:7][C:2]4[N:1]=[CH:6][CH:5]=[CH:4][N:3]=4)[N:12]=[CH:13]5)=[O:22])[C:26]([O:28][CH3:29])=[O:27])(=[O:32])=[O:33])=[CH:35][CH:36]=3)=[CH:41][CH:42]=2)(=[O:47])=[O:48])=[O:54])[CH:62]=[CH:61][CH:60]=[CH:59][CH:58]=1. The yield is 0.540. (3) The reactants are [H-].[Na+].BrC[CH:5]([O:8][CH2:9][C:10]1[CH:15]=[CH:14][CH:13]=[CH:12][CH:11]=1)[CH2:6]Br.C(Br)[C:17]1[CH:22]=[CH:21]C=[CH:19][CH:18]=1. The catalyst is C1COCC1. The product is [CH2:9]([O:8][CH2:5][C:6]1[CH:21]=[CH:22][CH:17]=[CH:18][CH:19]=1)[C:10]1[CH:11]=[CH:12][CH:13]=[CH:14][CH:15]=1. The yield is 1.00. (4) The reactants are [NH2:1][C:2]1[CH:30]=[CH:29][C:5]([O:6][C:7]2[CH:12]=[CH:11][N:10]=[C:9]([NH:13][C:14]([N:16]3[CH2:21][CH2:20][CH:19]([N:22]4[CH2:27][CH2:26][N:25]([CH3:28])[CH2:24][CH2:23]4)[CH2:18][CH2:17]3)=[O:15])[CH:8]=2)=[C:4]([F:31])[CH:3]=1.[C:32]1([CH2:38][C:39]([N:41]=[C:42]=[O:43])=[O:40])[CH:37]=[CH:36][CH:35]=[CH:34][CH:33]=1. The catalyst is O1CCCC1.CCCCCC. The product is [F:31][C:4]1[CH:3]=[C:2]([NH:1][C:42]([NH:41][C:39](=[O:40])[CH2:38][C:32]2[CH:33]=[CH:34][CH:35]=[CH:36][CH:37]=2)=[O:43])[CH:30]=[CH:29][C:5]=1[O:6][C:7]1[CH:12]=[CH:11][N:10]=[C:9]([NH:13][C:14]([N:16]2[CH2:21][CH2:20][CH:19]([N:22]3[CH2:23][CH2:24][N:25]([CH3:28])[CH2:26][CH2:27]3)[CH2:18][CH2:17]2)=[O:15])[CH:8]=1. The yield is 0.550. (5) The reactants are Br[C:2]1[CH:3]=[N:4][CH:5]=[C:6]([CH:12]=1)[C:7]([O:9][CH2:10][CH3:11])=[O:8].C(N(CC)CC)C.[C:20]1([C:26]#[CH:27])[CH:25]=[CH:24][CH:23]=[CH:22][CH:21]=1. The catalyst is C(OCC)(=O)C.[Cu](I)I. The product is [CH2:10]([O:9][C:7](=[O:8])[C:6]1[CH:12]=[C:2]([C:27]#[C:26][C:20]2[CH:25]=[CH:24][CH:23]=[CH:22][CH:21]=2)[CH:3]=[N:4][CH:5]=1)[CH3:11]. The yield is 1.00. (6) The reactants are [OH:1][C:2]1[C:7]([C:8]#[N:9])=[CH:6][C:5]2[C:10]3([CH2:29][O:30][C:4]=2[CH:3]=1)[C:18]1[C:13](=[CH:14][CH:15]=[CH:16][CH:17]=1)[N:12]([CH2:19][C:20]1[CH:25]=[CH:24][C:23]([O:26][CH3:27])=[CH:22][CH:21]=1)[C:11]3=[O:28].Cl.[NH2:32][OH:33].C(N(CC)CC)C. The catalyst is C(O)C. The product is [OH:33][N:32]=[C:8]([C:7]1[C:2]([OH:1])=[CH:3][C:4]2[O:30][CH2:29][C:10]3([C:18]4[C:13](=[CH:14][CH:15]=[CH:16][CH:17]=4)[N:12]([CH2:19][C:20]4[CH:25]=[CH:24][C:23]([O:26][CH3:27])=[CH:22][CH:21]=4)[C:11]3=[O:28])[C:5]=2[CH:6]=1)[NH2:9]. The yield is 0.990. (7) The reactants are [CH2:1]([O:4][C:5]1[CH:6]=[C:7]([C:15]([O:17][CH3:18])=[O:16])[CH:8]=[C:9]([CH:14]=1)[C:10]([O:12]C)=[O:11])[CH:2]=[CH2:3].[OH-].[Na+]. The catalyst is CO. The product is [CH2:1]([O:4][C:5]1[CH:14]=[C:9]([CH:8]=[C:7]([C:15]([O:17][CH3:18])=[O:16])[CH:6]=1)[C:10]([OH:12])=[O:11])[CH:2]=[CH2:3]. The yield is 0.740. (8) The reactants are [N+:1]([C:4]1[CH:12]=[C:11]2[C:7]([CH:8]=[CH:9][NH:10]2)=[CH:6][C:5]=1[C:13]([F:16])([F:15])[F:14])([O-:3])=[O:2].[H-].[Na+].[CH3:19][O:20][CH2:21][CH2:22]Br. The catalyst is CN(C=O)C.C(OCC)(=O)C. The product is [CH3:19][O:20][CH2:21][CH2:22][N:10]1[C:11]2[C:7](=[CH:6][C:5]([C:13]([F:16])([F:14])[F:15])=[C:4]([N+:1]([O-:3])=[O:2])[CH:12]=2)[CH:8]=[CH:9]1. The yield is 1.00.